From a dataset of TCR-epitope binding with 47,182 pairs between 192 epitopes and 23,139 TCRs. Binary Classification. Given a T-cell receptor sequence (or CDR3 region) and an epitope sequence, predict whether binding occurs between them. The epitope is HPVGEADYFEY. The TCR CDR3 sequence is CASSLMTGELFF. Result: 1 (the TCR binds to the epitope).